Dataset: Catalyst prediction with 721,799 reactions and 888 catalyst types from USPTO. Task: Predict which catalyst facilitates the given reaction. (1) Reactant: Cl.[CH3:2][O:3][C:4]([C:6]1[CH:11]=[CH:10][CH:9]=[C:8]([NH:12][NH2:13])[N:7]=1)=[O:5].C(N(CC)CC)C.C[O:22][C:23](=O)[N:24]=[C:25](SC)[C:26]([C:40]1[CH:45]=[C:44]([O:46][CH3:47])[CH:43]=[C:42]([O:48][CH2:49][CH2:50][F:51])[C:41]=1[F:52])=[N:27][C:28]1[CH:33]=[CH:32][C:31]([C:34]2[N:38]=[C:37]([CH3:39])[O:36][N:35]=2)=[CH:30][CH:29]=1. Product: [CH3:2][O:3][C:4]([C:6]1[CH:11]=[CH:10][CH:9]=[C:8]([N:12]2[C:23](=[O:22])[NH:24][C:25]([CH:26]([C:40]3[CH:45]=[C:44]([O:46][CH3:47])[CH:43]=[C:42]([O:48][CH2:49][CH2:50][F:51])[C:41]=3[F:52])[NH:27][C:28]3[CH:29]=[CH:30][C:31]([C:34]4[N:38]=[C:37]([CH3:39])[O:36][N:35]=4)=[CH:32][CH:33]=3)=[N:13]2)[N:7]=1)=[O:5]. The catalyst class is: 3. (2) Reactant: C([SiH](CC)CC)C.[CH3:8][O:9][C:10](=[O:33])[CH2:11][C:12]1[CH:17]=[C:16]([Br:18])[C:15]([O:19][C:20]2[CH:25]=[C:24]([CH:26]([CH3:28])[CH3:27])[C:23]([OH:29])=[C:22]([CH:30]=O)[CH:21]=2)=[C:14]([Br:32])[CH:13]=1. Product: [CH3:8][O:9][C:10](=[O:33])[CH2:11][C:12]1[CH:17]=[C:16]([Br:18])[C:15]([O:19][C:20]2[CH:21]=[C:22]([CH3:30])[C:23]([OH:29])=[C:24]([CH:26]([CH3:28])[CH3:27])[CH:25]=2)=[C:14]([Br:32])[CH:13]=1. The catalyst class is: 55.